Dataset: Forward reaction prediction with 1.9M reactions from USPTO patents (1976-2016). Task: Predict the product of the given reaction. (1) Given the reactants [CH3:1][C:2]1[CH:6]=[C:5]([CH3:7])[NH:4][C:3]=1/[CH:8]=[C:9]1\[C:10](=[O:26])[N:11]([CH2:18][N:19]2[CH2:24][CH2:23]N(C)[CH2:21][CH2:20]2)[C:12]2[C:17]\1=[CH:16][CH:15]=[CH:14][CH:13]=2.CC1C=C(C)NC=1/C=C1\C(=O)N(CN2CCC[C@H]2CO)C2C\1=CC=CC=2.CC1C=C(C)NC=1/C=C1\C(=O)N(CN2CCC[C@H]2C(O)=O)C2C\1=CC=CC=2.CC1C(C(NCCN(CC)CC)=O)=C(C)NC=1/C=C1\C(=O)N(CN2CCCC2)C2C\1=CC=CC=2.CC1C(C(NCCNCC)=O)=C(C)NC=1/C=C1\C(=O)N(CN2CCCC2)C2C\1=CC=CC=2.CC1C(C(NCC(O)CN2CCOCC2)=O)=C(C)NC=1/C=C1\C(=O)N(CN2CCCC2)C2C\1=CC=CC=2, predict the reaction product. The product is: [CH3:1][C:2]1[CH:6]=[C:5]([CH3:7])[NH:4][C:3]=1/[CH:8]=[C:9]1\[C:10](=[O:26])[N:11]([CH2:18][N:19]2[CH2:24][CH2:23][CH2:21][CH2:20]2)[C:12]2[C:17]\1=[CH:16][CH:15]=[CH:14][CH:13]=2. (2) The product is: [NH:6]1[C:7]2[C:12](=[CH:11][CH:10]=[CH:9][CH:8]=2)[C:4]([CH2:3][C@H:2]([NH:1][C:29](=[O:28])[CH2:30][CH2:31][CH2:32][C:33]2[CH:38]=[CH:37][CH:36]=[CH:35][CH:34]=2)[C:13]([OH:15])=[O:14])=[CH:5]1. Given the reactants [NH2:1][C@H:2]([C:13]([OH:15])=[O:14])[CH2:3][C:4]1[C:12]2[C:7](=[CH:8][CH:9]=[CH:10][CH:11]=2)[NH:6][CH:5]=1.C([O-])(O)=O.[Na+].O=C1CCC(=O)N1[O:28][C:29](=O)[CH2:30][CH2:31][CH2:32][C:33]1[CH:38]=[CH:37][CH:36]=[CH:35][CH:34]=1.C(#N)C, predict the reaction product. (3) Given the reactants [F:1][C:2]1[CH:11]=[CH:10][C:9]2[NH:8][CH:7]=[C:6]3[C:12](=[O:21])[N:13]([C:15]4[CH:20]=[CH:19][CH:18]=[CH:17][CH:16]=4)[N:14]=[C:5]3[C:4]=2[N:3]=1.[CH3:22][O:23]C1C=CC(NN)=CC=1, predict the reaction product. The product is: [F:1][C:2]1[CH:11]=[CH:10][C:9]2[NH:8][CH:7]=[C:6]3[C:12](=[O:21])[N:13]([C:15]4[CH:20]=[CH:19][C:18]([O:23][CH3:22])=[CH:17][CH:16]=4)[N:14]=[C:5]3[C:4]=2[N:3]=1. (4) Given the reactants [N+:1]([O-:4])(O)=[O:2].OS(O)(=O)=O.[CH:10]1[C:15]([CH:16]=[O:17])=[CH:14][C:13]2[O:18][CH2:19][O:20][C:12]=2[CH:11]=1, predict the reaction product. The product is: [N+:1]([C:10]1[C:15]([CH:16]=[O:17])=[CH:14][C:13]2[O:18][CH2:19][O:20][C:12]=2[CH:11]=1)([O-:4])=[O:2].